The task is: Regression. Given two drug SMILES strings and cell line genomic features, predict the synergy score measuring deviation from expected non-interaction effect.. This data is from NCI-60 drug combinations with 297,098 pairs across 59 cell lines. (1) Drug 1: CC1=C(C=C(C=C1)C(=O)NC2=CC(=CC(=C2)C(F)(F)F)N3C=C(N=C3)C)NC4=NC=CC(=N4)C5=CN=CC=C5. Drug 2: CNC(=O)C1=NC=CC(=C1)OC2=CC=C(C=C2)NC(=O)NC3=CC(=C(C=C3)Cl)C(F)(F)F. Cell line: SF-539. Synergy scores: CSS=0.357, Synergy_ZIP=-1.33, Synergy_Bliss=-4.11, Synergy_Loewe=-0.998, Synergy_HSA=-6.86. (2) Drug 1: CN1CCC(CC1)COC2=C(C=C3C(=C2)N=CN=C3NC4=C(C=C(C=C4)Br)F)OC. Drug 2: CCC1=C2CN3C(=CC4=C(C3=O)COC(=O)C4(CC)O)C2=NC5=C1C=C(C=C5)O. Cell line: HCT-15. Synergy scores: CSS=39.7, Synergy_ZIP=-2.54, Synergy_Bliss=-1.65, Synergy_Loewe=-25.3, Synergy_HSA=-0.471. (3) Drug 1: CC1=C2C(C(=O)C3(C(CC4C(C3C(C(C2(C)C)(CC1OC(=O)C(C(C5=CC=CC=C5)NC(=O)OC(C)(C)C)O)O)OC(=O)C6=CC=CC=C6)(CO4)OC(=O)C)OC)C)OC. Drug 2: C1=C(C(=O)NC(=O)N1)N(CCCl)CCCl. Cell line: UO-31. Synergy scores: CSS=44.8, Synergy_ZIP=-7.52, Synergy_Bliss=0.537, Synergy_Loewe=-7.98, Synergy_HSA=4.45. (4) Cell line: LOX IMVI. Synergy scores: CSS=53.2, Synergy_ZIP=0.745, Synergy_Bliss=-2.06, Synergy_Loewe=-4.20, Synergy_HSA=0.0225. Drug 2: C1=NC(=NC(=O)N1C2C(C(C(O2)CO)O)O)N. Drug 1: C1=NC2=C(N1)C(=S)N=C(N2)N. (5) Drug 1: CCC1=CC2CC(C3=C(CN(C2)C1)C4=CC=CC=C4N3)(C5=C(C=C6C(=C5)C78CCN9C7C(C=CC9)(C(C(C8N6C)(C(=O)OC)O)OC(=O)C)CC)OC)C(=O)OC.C(C(C(=O)O)O)(C(=O)O)O. Drug 2: C1=CC=C(C=C1)NC(=O)CCCCCCC(=O)NO. Cell line: SK-MEL-5. Synergy scores: CSS=44.3, Synergy_ZIP=-4.55, Synergy_Bliss=1.75, Synergy_Loewe=-5.70, Synergy_HSA=3.18. (6) Drug 1: CC=C1C(=O)NC(C(=O)OC2CC(=O)NC(C(=O)NC(CSSCCC=C2)C(=O)N1)C(C)C)C(C)C. Drug 2: B(C(CC(C)C)NC(=O)C(CC1=CC=CC=C1)NC(=O)C2=NC=CN=C2)(O)O. Cell line: CAKI-1. Synergy scores: CSS=34.8, Synergy_ZIP=-0.394, Synergy_Bliss=-0.994, Synergy_Loewe=-26.3, Synergy_HSA=-4.14. (7) Drug 1: C1CCC(CC1)NC(=O)N(CCCl)N=O. Drug 2: C1CC(=O)NC(=O)C1N2C(=O)C3=CC=CC=C3C2=O. Cell line: A549. Synergy scores: CSS=4.47, Synergy_ZIP=-7.19, Synergy_Bliss=-7.26, Synergy_Loewe=-7.41, Synergy_HSA=-7.88. (8) Drug 1: CC1=C(C=C(C=C1)NC(=O)C2=CC=C(C=C2)CN3CCN(CC3)C)NC4=NC=CC(=N4)C5=CN=CC=C5. Drug 2: CC(C)CN1C=NC2=C1C3=CC=CC=C3N=C2N. Cell line: OVCAR3. Synergy scores: CSS=-6.21, Synergy_ZIP=8.63, Synergy_Bliss=8.72, Synergy_Loewe=-4.17, Synergy_HSA=-1.63. (9) Drug 1: C1=C(C(=O)NC(=O)N1)N(CCCl)CCCl. Drug 2: C1=NC2=C(N1)C(=S)N=C(N2)N. Cell line: CAKI-1. Synergy scores: CSS=63.6, Synergy_ZIP=-0.678, Synergy_Bliss=-0.803, Synergy_Loewe=1.57, Synergy_HSA=4.81.